This data is from Forward reaction prediction with 1.9M reactions from USPTO patents (1976-2016). The task is: Predict the product of the given reaction. The product is: [CH:1]1([CH2:6][O:7][C:8]2[C:9]([NH:21][C:22]3[S:23][CH:26]=[CH:27][N:24]=3)=[N:10][CH:11]=[C:12]([O:14][C:15]3[CH:16]=[CH:17][CH:18]=[CH:19][CH:20]=3)[CH:13]=2)[CH2:2][CH2:3][CH2:4][CH2:5]1. Given the reactants [CH:1]1([CH2:6][O:7][C:8]2[C:9]([NH:21][C:22]([NH2:24])=[S:23])=[N:10][CH:11]=[C:12]([O:14][C:15]3[CH:20]=[CH:19][CH:18]=[CH:17][CH:16]=3)[CH:13]=2)[CH2:5][CH2:4][CH2:3][CH2:2]1.Cl[CH2:26][CH:27]=O, predict the reaction product.